From a dataset of Catalyst prediction with 721,799 reactions and 888 catalyst types from USPTO. Predict which catalyst facilitates the given reaction. Reactant: [CH:1]([C:3]1[CH:4]=[C:5]([CH:35]=[CH:36][CH:37]=1)[CH2:6][N:7]([C@@H:25]1[C:34]2[C:29](=[CH:30][CH:31]=[CH:32][CH:33]=2)[CH2:28][CH2:27][CH2:26]1)[C:8]([C:10]1[CH:15]=[C:14]([C:16]([OH:18])=[O:17])[C:13]([C:19]([OH:21])=[O:20])=[CH:12][C:11]=1[C:22]([OH:24])=[O:23])=[O:9])=O.Cl.[CH3:39][O:40][NH2:41]. Product: [CH3:39][O:40][N:41]=[CH:1][C:3]1[CH:4]=[C:5]([CH:35]=[CH:36][CH:37]=1)[CH2:6][N:7]([C@@H:25]1[C:34]2[C:29](=[CH:30][CH:31]=[CH:32][CH:33]=2)[CH2:28][CH2:27][CH2:26]1)[C:8]([C:10]1[CH:15]=[C:14]([C:16]([OH:18])=[O:17])[C:13]([C:19]([OH:21])=[O:20])=[CH:12][C:11]=1[C:22]([OH:24])=[O:23])=[O:9]. The catalyst class is: 17.